From a dataset of NCI-60 drug combinations with 297,098 pairs across 59 cell lines. Regression. Given two drug SMILES strings and cell line genomic features, predict the synergy score measuring deviation from expected non-interaction effect. (1) Drug 2: CN(CC1=CN=C2C(=N1)C(=NC(=N2)N)N)C3=CC=C(C=C3)C(=O)NC(CCC(=O)O)C(=O)O. Synergy scores: CSS=11.3, Synergy_ZIP=-4.97, Synergy_Bliss=-3.93, Synergy_Loewe=-1.30, Synergy_HSA=-0.934. Drug 1: C1CCC(CC1)NC(=O)N(CCCl)N=O. Cell line: EKVX. (2) Drug 1: CC12CCC(CC1=CCC3C2CCC4(C3CC=C4C5=CN=CC=C5)C)O. Drug 2: CC1=CC=C(C=C1)C2=CC(=NN2C3=CC=C(C=C3)S(=O)(=O)N)C(F)(F)F. Cell line: A549. Synergy scores: CSS=9.24, Synergy_ZIP=-1.70, Synergy_Bliss=0.511, Synergy_Loewe=0.617, Synergy_HSA=0.177. (3) Drug 1: C1=NC(=NC(=O)N1C2C(C(C(O2)CO)O)O)N. Drug 2: C1CNP(=O)(OC1)N(CCCl)CCCl. Cell line: SW-620. Synergy scores: CSS=39.1, Synergy_ZIP=0.750, Synergy_Bliss=0.455, Synergy_Loewe=-55.2, Synergy_HSA=0.485. (4) Drug 1: C(=O)(N)NO. Drug 2: CS(=O)(=O)OCCCCOS(=O)(=O)C. Cell line: SF-268. Synergy scores: CSS=4.07, Synergy_ZIP=0.156, Synergy_Bliss=4.96, Synergy_Loewe=1.63, Synergy_HSA=2.41.